Predict the reactants needed to synthesize the given product. From a dataset of Full USPTO retrosynthesis dataset with 1.9M reactions from patents (1976-2016). (1) Given the product [Cl:3][C:4]1[CH:9]=[CH:8][N:7]=[C:6]2[N:10]([S:20]([C:14]3[CH:19]=[CH:18][CH:17]=[CH:16][CH:15]=3)(=[O:22])=[O:21])[CH:11]=[C:12]([I:13])[C:5]=12, predict the reactants needed to synthesize it. The reactants are: [H-].[Na+].[Cl:3][C:4]1[CH:9]=[CH:8][N:7]=[C:6]2[NH:10][CH:11]=[C:12]([I:13])[C:5]=12.[C:14]1([S:20](Cl)(=[O:22])=[O:21])[CH:19]=[CH:18][CH:17]=[CH:16][CH:15]=1. (2) The reactants are: [CH2:1]([C@@H:8]1[CH2:13][NH:12][CH2:11][CH2:10][N:9]1[C:14](=[O:32])[CH2:15][CH2:16][C:17]1[CH:31]=[CH:30][CH:29]=[CH:28][C:18]=1[O:19][C:20]1[CH:27]=[CH:26][CH:25]=[CH:24][C:21]=1[CH:22]=[O:23])[C:2]1[CH:7]=[CH:6][CH:5]=[CH:4][CH:3]=1.[BH4-].[Na+].C([O-])(O)=O.[Na+]. Given the product [CH2:1]([C@@H:8]1[CH2:13][NH:12][CH2:11][CH2:10][N:9]1[C:14](=[O:32])[CH2:15][CH2:16][C:17]1[CH:31]=[CH:30][CH:29]=[CH:28][C:18]=1[O:19][C:20]1[CH:27]=[CH:26][CH:25]=[CH:24][C:21]=1[CH2:22][OH:23])[C:2]1[CH:7]=[CH:6][CH:5]=[CH:4][CH:3]=1, predict the reactants needed to synthesize it. (3) Given the product [CH3:15][N:16]([CH3:18])[C:17]1[O:12][C:3]2[CH:4]=[C:5]([C:6]([O:8][CH3:9])=[O:7])[CH:10]=[CH:11][C:2]=2[N:1]=1, predict the reactants needed to synthesize it. The reactants are: [NH2:1][C:2]1[CH:11]=[CH:10][C:5]([C:6]([O:8][CH3:9])=[O:7])=[CH:4][C:3]=1[OH:12].[Cl-].Cl[C:15](Cl)=[N+:16]([CH3:18])[CH3:17]. (4) Given the product [CH3:1][O:2][C:3](=[O:16])[C:4]1[CH:9]=[CH:8][C:7]([NH:10][CH2:11][CH3:12])=[C:6]([N:13]=[C:36]2[N:35]([CH2:28][C:29]3[CH:30]=[CH:31][CH:32]=[CH:33][CH:34]=3)[C:39](=[O:40])[C:38](=[C:41]3[N:45]([CH3:46])[C:44]4[CH:47]=[CH:48][CH:49]=[CH:50][C:43]=4[S:42]3)[S:37]2)[CH:5]=1, predict the reactants needed to synthesize it. The reactants are: [CH3:1][O:2][C:3](=[O:16])[C:4]1[CH:9]=[CH:8][C:7]([NH:10][CH2:11][CH3:12])=[C:6]([N+:13]([O-])=O)[CH:5]=1.C1(C)C=CC(S([O-])(=O)=O)=CC=1.[CH2:28]([N:35]1[C:39](=[O:40])[C:38](=[C:41]2[N:45]([CH3:46])[C:44]3[CH:47]=[CH:48][CH:49]=[CH:50][C:43]=3[S:42]2)[S:37][CH2+:36]1SC)[C:29]1[CH:34]=[CH:33][CH:32]=[CH:31][CH:30]=1. (5) The reactants are: [OH-].[Na+].C([O:5][C:6](=[O:28])[C@@H:7]([NH:15][C:16]([C:18]1[NH:27][C:21]2=[CH:22][N:23]=[C:24]([Cl:26])[CH:25]=[C:20]2[CH:19]=1)=[O:17])[CH2:8][C:9]1[CH:14]=[CH:13][CH:12]=[CH:11][CH:10]=1)C. Given the product [Cl:26][C:24]1[CH:25]=[C:20]2[CH:19]=[C:18]([C:16]([NH:15][C@@H:7]([CH2:8][C:9]3[CH:14]=[CH:13][CH:12]=[CH:11][CH:10]=3)[C:6]([OH:28])=[O:5])=[O:17])[NH:27][C:21]2=[CH:22][N:23]=1, predict the reactants needed to synthesize it. (6) Given the product [CH:1]1([CH2:9][N:11]2[CH2:12][CH2:13][CH:14]([C:17]3[C:25]4[C:20](=[N:21][CH:22]=[CH:23][CH:24]=4)[NH:19][CH:18]=3)[CH2:15][CH2:16]2)[CH2:8][CH2:7][CH2:6][CH2:5][CH2:4][CH2:3][CH2:2]1, predict the reactants needed to synthesize it. The reactants are: [CH:1]1([CH:9]=O)[CH2:8][CH2:7][CH2:6][CH2:5][CH2:4][CH2:3][CH2:2]1.[NH:11]1[CH2:16][CH2:15][CH:14]([C:17]2[C:25]3[C:20](=[N:21][CH:22]=[CH:23][CH:24]=3)[NH:19][CH:18]=2)[CH2:13][CH2:12]1. (7) Given the product [Cl:1][C:2]1[CH:3]=[C:4]([C:10]2[CH:14]=[CH:13][N:12]([CH2:15][C@@H:16]([NH:18][C:19]([C:21]3[N:22]=[C:23]([CH3:26])[N:24]([CH2:34][CH2:35][F:36])[CH:25]=3)=[O:20])[CH3:17])[N:11]=2)[CH:5]=[CH:6][C:7]=1[C:8]#[N:9], predict the reactants needed to synthesize it. The reactants are: [Cl:1][C:2]1[CH:3]=[C:4]([C:10]2[CH:14]=[CH:13][N:12]([CH2:15][C@@H:16]([NH:18][C:19]([C:21]3[N:22]=[C:23]([CH3:26])[NH:24][CH:25]=3)=[O:20])[CH3:17])[N:11]=2)[CH:5]=[CH:6][C:7]=1[C:8]#[N:9].C(=O)([O-])[O-].[Cs+].[Cs+].I[CH2:34][CH2:35][F:36].O.